Dataset: Experimentally validated miRNA-target interactions with 360,000+ pairs, plus equal number of negative samples. Task: Binary Classification. Given a miRNA mature sequence and a target amino acid sequence, predict their likelihood of interaction. (1) The miRNA is hsa-miR-603 with sequence CACACACUGCAAUUACUUUUGC. The protein sequence of the target gene is MTGLYELVWRVLHALLCLHRTLTSWLRVRFGTWNWIWRRCCRAASAAVLAPLGFTLRKPPAVGRNRRHHRHPRGGSCLAAAHHRMRWRADGRSLEKLPVHMGLVITEVEQEPSFSDIASLVVWCMAVGISYISVYDHQGIFKRNNSRLMDEILKQQQELLGLDCSKYSPEFANSNDKDDQVLNCHLAVKVLSPEDGKADIVRAAQDFCQLVAQKQKRPTDLDVDTLASLLSSNGCPDPDLVLKFGPVDSTLGFLPWHIRLTEIVSLPSHLNISYEDFFSALRQYAACEQRLGK. Result: 1 (interaction). (2) The miRNA is rno-miR-204-5p with sequence UUCCCUUUGUCAUCCUAUGCCU. The protein sequence of the target gene is MGNQDGKLKRSAGDALHEGGGGAEDALGPRDVEATKKGSGGKKALGKHGKGGGGGGGGGESGKKKSKSDSRASVFSNLRIRKNLSKGKGAGGSREDVLDSQALQTGELDSAHSLLTKTPDLSLSADEAGLSDTECADPFEVTGPGGPGPAEARVGGRPIAEDVETAAGAQDGQRTSSGSDTDIYSFHSATEQEDLLSDIQQAIRLQQQQQQQLQLQLQQQQQQQQLQGAEEPAAPPTAVSPQPGAFLGLDRFLLGPSGGAGEAPGSPDTEQALSALSDLPESLAAEPREPQQPPSPGGLP.... Result: 0 (no interaction).